From a dataset of Full USPTO retrosynthesis dataset with 1.9M reactions from patents (1976-2016). Predict the reactants needed to synthesize the given product. (1) The reactants are: [C:1]([O:5][C:6](=[O:19])[NH:7][C:8]12[CH2:17][CH:12]3[CH2:13][CH:14]([CH2:16][CH:10]([CH2:11]3)[CH:9]1[OH:18])[CH2:15]2)([CH3:4])([CH3:3])[CH3:2].CC(OI1(OC(C)=O)(OC(C)=O)OC(=O)C2C=CC=CC1=2)=O. Given the product [C:1]([O:5][C:6](=[O:19])[NH:7][C:8]12[CH2:17][CH:12]3[CH2:13][CH:14]([CH2:16][CH:10]([CH2:11]3)[C:9]1=[O:18])[CH2:15]2)([CH3:4])([CH3:2])[CH3:3], predict the reactants needed to synthesize it. (2) Given the product [N:10]1[CH:11]=[CH:12][CH:13]=[CH:14][C:9]=1[O:8][W:1]([Cl:7])([Cl:4])([Cl:3])([Cl:2])[O:22][C:23]1[CH:24]=[CH:25][CH:26]=[CH:15][N:17]=1, predict the reactants needed to synthesize it. The reactants are: [W:1]([Cl:7])(Cl)(Cl)([Cl:4])([Cl:3])[Cl:2].[OH:8][C:9]1[CH:14]=[CH:13][CH:12]=[CH:11][N:10]=1.[CH2:15]([N:17](CC)CC)C.[O:22]1[CH2:26][CH2:25][CH2:24][CH2:23]1.